Dataset: Reaction yield outcomes from USPTO patents with 853,638 reactions. Task: Predict the reaction yield, written as a fraction of the theoretical maximum amount of product (1.0 means a 100% yield; for example, 0.34 means a 34% yield). (1) The reactants are C(O)(=O)C.[NH:5]1[CH2:8][CH:7]([C:9]([O:11][C:12]([CH3:15])([CH3:14])[CH3:13])=[O:10])[CH2:6]1.[CH:16]([C:18]1[CH:25]=[CH:24][C:21]([C:22]#[N:23])=[CH:20][CH:19]=1)=O.C([BH3-])#N.[Na+]. The catalyst is CO. The product is [C:22]([C:21]1[CH:24]=[CH:25][C:18]([CH2:16][N:5]2[CH2:6][CH:7]([C:9]([O:11][C:12]([CH3:15])([CH3:14])[CH3:13])=[O:10])[CH2:8]2)=[CH:19][CH:20]=1)#[N:23]. The yield is 0.890. (2) The reactants are Br[C:2]1[C:3]([NH2:22])=[N:4][CH:5]=[C:6]([C:8]2[CH:13]=[CH:12][C:11]([O:14][Si:15]([C:18]([CH3:21])([CH3:20])[CH3:19])([CH3:17])[CH3:16])=[CH:10][CH:9]=2)[N:7]=1.CC1(C)C(C)(C)OB([C:31]2[S:35][C:34]([C:36]3[S:37][CH:38]=[CH:39][CH:40]=3)=[CH:33][CH:32]=2)O1.C([O-])([O-])=O.[Na+].[Na+].O. The catalyst is C1(C)C=CC=CC=1.C(O)C.Cl[Pd](Cl)([P](C1C=CC=CC=1)(C1C=CC=CC=1)C1C=CC=CC=1)[P](C1C=CC=CC=1)(C1C=CC=CC=1)C1C=CC=CC=1. The product is [S:35]1[C:31]([C:2]2[C:3]([NH2:22])=[N:4][CH:5]=[C:6]([C:8]3[CH:13]=[CH:12][C:11]([O:14][Si:15]([C:18]([CH3:21])([CH3:20])[CH3:19])([CH3:17])[CH3:16])=[CH:10][CH:9]=3)[N:7]=2)=[CH:32][CH:33]=[C:34]1[C:36]1[S:37][CH:38]=[CH:39][CH:40]=1. The yield is 0.937. (3) The reactants are [CH3:1][C:2]1[CH:10]=[CH:9][C:8]([N:11]([CH3:20])[S:12]([C:15]2[S:16][CH:17]=[CH:18][CH:19]=2)(=[O:14])=[O:13])=[C:7]2[C:3]=1[CH:4]=[C:5]([C:21]1[S:22][CH:23]([CH2:26][C:27](OCC)=[O:28])[CH2:24][N:25]=1)[NH:6]2.[BH4-].[Li+].O1CCCC1.C(O)(=O)CC(CC(O)=O)(C(O)=O)O. The catalyst is CO. The product is [OH:28][CH2:27][CH2:26][CH:23]1[S:22][C:21]([C:5]2[NH:6][C:7]3[C:3]([CH:4]=2)=[C:2]([CH3:1])[CH:10]=[CH:9][C:8]=3[N:11]([CH3:20])[S:12]([C:15]2[S:16][CH:17]=[CH:18][CH:19]=2)(=[O:14])=[O:13])=[N:25][CH2:24]1. The yield is 0.940. (4) The reactants are OO.[NH2:3][C:4]1([CH2:18][NH:19][C:20](=[O:29])[C:21]2[CH:26]=[CH:25][C:24]([F:27])=[CH:23][C:22]=2[F:28])[CH2:8][CH2:7][N:6]([C:9]2[C:14]([C:15]#[N:16])=[C:13]([NH2:17])[N:12]=[CH:11][N:10]=2)[CH2:5]1.C(=O)([O-])[O-:31].[K+].[K+]. The catalyst is CS(C)=O. The product is [NH2:17][C:13]1[C:14]([C:15]([NH2:16])=[O:31])=[C:9]([N:6]2[CH2:7][CH2:8][C:4]([NH2:3])([CH2:18][NH:19][C:20](=[O:29])[C:21]3[CH:26]=[CH:25][C:24]([F:27])=[CH:23][C:22]=3[F:28])[CH2:5]2)[N:10]=[CH:11][N:12]=1. The yield is 0.400. (5) The reactants are [C:1]([N:4]1[CH2:8][CH2:7][C:6]2([C:16]3[C:11](=[CH:12][CH:13]=[C:14]([O:17]C)[CH:15]=3)[N:10]([C:19](=[O:24])[C:20]([F:23])([F:22])[F:21])[CH2:9]2)[CH2:5]1)(=[O:3])[CH3:2].B(Br)(Br)Br. The catalyst is C(Cl)Cl. The product is [C:1]([N:4]1[CH2:8][CH2:7][C:6]2([C:16]3[C:11](=[CH:12][CH:13]=[C:14]([OH:17])[CH:15]=3)[N:10]([C:19](=[O:24])[C:20]([F:22])([F:23])[F:21])[CH2:9]2)[CH2:5]1)(=[O:3])[CH3:2]. The yield is 0.910. (6) The catalyst is CN(C=O)C. The product is [C:1]([O:5][C:6](=[O:36])[NH:7][C:8]1([C:12]2[CH:13]=[CH:14][C:15]([C:18]3[C:19]([C:30]4[CH:31]=[CH:32][CH:33]=[CH:34][CH:35]=4)=[CH:20][C:21]4[N:27]([CH2:41][CH2:40][F:39])[C:26](=[O:28])[CH2:25][CH2:24][NH:23][C:22]=4[N:29]=3)=[CH:16][CH:17]=2)[CH2:11][CH2:10][CH2:9]1)([CH3:4])([CH3:2])[CH3:3]. The yield is 0.470. The reactants are [C:1]([O:5][C:6](=[O:36])[NH:7][C:8]1([C:12]2[CH:17]=[CH:16][C:15]([C:18]3[C:19]([C:30]4[CH:35]=[CH:34][CH:33]=[CH:32][CH:31]=4)=[CH:20][C:21]4[NH:27][C:26](=[O:28])[CH2:25][CH2:24][NH:23][C:22]=4[N:29]=3)=[CH:14][CH:13]=2)[CH2:11][CH2:10][CH2:9]1)([CH3:4])([CH3:3])[CH3:2].[H-].[Na+].[F:39][CH2:40][CH2:41]I.O. (7) The reactants are C([O:8][C:9]1[C:14]([CH:15]([CH3:17])[CH3:16])=[CH:13][CH:12]=[CH:11][C:10]=1[CH2:18][C:19]([O:21][CH3:22])=[O:20])C1C=CC=CC=1. The catalyst is [C].[Pd].CO. The product is [OH:8][C:9]1[C:14]([CH:15]([CH3:17])[CH3:16])=[CH:13][CH:12]=[CH:11][C:10]=1[CH2:18][C:19]([O:21][CH3:22])=[O:20]. The yield is 0.820. (8) The reactants are [C:1]([O:5][C:6](=[O:20])[C:7]1[CH:12]=[CH:11][C:10]([F:13])=[CH:9][C:8]=1[NH:14][C@@H:15]([CH3:19])[CH2:16][O:17][CH3:18])([CH3:4])([CH3:3])[CH3:2].C(N(CC)CC)C.[F:28][C:29]([F:40])([F:39])[C:30](O[C:30](=[O:31])[C:29]([F:40])([F:39])[F:28])=[O:31]. The catalyst is ClCCl. The product is [C:1]([O:5][C:6](=[O:20])[C:7]1[CH:12]=[CH:11][C:10]([F:13])=[CH:9][C:8]=1[N:14]([C@@H:15]([CH3:19])[CH2:16][O:17][CH3:18])[C:30](=[O:31])[C:29]([F:40])([F:39])[F:28])([CH3:4])([CH3:3])[CH3:2]. The yield is 0.990.